Dataset: Peptide-MHC class II binding affinity with 134,281 pairs from IEDB. Task: Regression. Given a peptide amino acid sequence and an MHC pseudo amino acid sequence, predict their binding affinity value. This is MHC class II binding data. (1) The peptide sequence is TNDNNLYKLHGGHVS. The MHC is DRB3_0301 with pseudo-sequence DRB3_0301. The binding affinity (normalized) is 0.407. (2) The peptide sequence is QELKGLIRKHIPERC. The MHC is DRB1_0101 with pseudo-sequence DRB1_0101. The binding affinity (normalized) is 0.263. (3) The peptide sequence is IIQGLKLMNSPEFHL. The MHC is DRB4_0101 with pseudo-sequence DRB4_0103. The binding affinity (normalized) is 0.484. (4) The peptide sequence is VIDWLVSNQSVRNRQEGLY. The MHC is DRB1_0405 with pseudo-sequence DRB1_0405. The binding affinity (normalized) is 0.464. (5) The peptide sequence is RCYSLYIAENGELTE. The MHC is DRB1_0802 with pseudo-sequence DRB1_0802. The binding affinity (normalized) is 0.329. (6) The peptide sequence is WKLEGRWDGEEEVQL. The MHC is DRB5_0101 with pseudo-sequence DRB5_0101. The binding affinity (normalized) is 0. (7) The peptide sequence is FLATRIFGRRSIPVN. The MHC is DRB1_0801 with pseudo-sequence DRB1_0801. The binding affinity (normalized) is 0.719.